Dataset: Full USPTO retrosynthesis dataset with 1.9M reactions from patents (1976-2016). Task: Predict the reactants needed to synthesize the given product. (1) Given the product [C:18]([C:22]1[N:23]=[C:24]([O:10][C:3]2[C:4]([CH3:9])=[CH:5][C:6]([CH3:8])=[CH:7][C:2]=2[CH3:1])[C:25]([C:29]([O:31][CH2:32][CH3:33])=[O:30])=[CH:26][N:27]=1)([CH3:21])([CH3:19])[CH3:20], predict the reactants needed to synthesize it. The reactants are: [CH3:1][C:2]1[CH:7]=[C:6]([CH3:8])[CH:5]=[C:4]([CH3:9])[C:3]=1[OH:10].[H-].[Na+].CN(C)C=O.[C:18]([C:22]1[N:27]=[C:26](Cl)[C:25]([C:29]([O:31][CH2:32][CH3:33])=[O:30])=[CH:24][N:23]=1)([CH3:21])([CH3:20])[CH3:19]. (2) The reactants are: [Cl-].[Ca+2].[Cl-].[BH4-].[Na+].C[O:7][C:8](=O)[CH2:9][N:10]1[C:14]2[CH:15]=[CH:16][CH:17]=[CH:18][C:13]=2[N:12]=[C:11]1[C:19]([N:21]([CH2:43][CH:44]([CH3:46])[CH3:45])[C@H:22]1[CH2:27][C@@H:26]([C:28]([N:30]2[CH2:35][CH2:34][O:33][CH2:32][CH2:31]2)=[O:29])[CH2:25][N:24]([C:36]([O:38][C:39]([CH3:42])([CH3:41])[CH3:40])=[O:37])[CH2:23]1)=[O:20]. Given the product [OH:7][CH2:8][CH2:9][N:10]1[C:14]2[CH:15]=[CH:16][CH:17]=[CH:18][C:13]=2[N:12]=[C:11]1[C:19]([N:21]([CH2:43][CH:44]([CH3:46])[CH3:45])[C@H:22]1[CH2:27][C@@H:26]([C:28]([N:30]2[CH2:35][CH2:34][O:33][CH2:32][CH2:31]2)=[O:29])[CH2:25][N:24]([C:36]([O:38][C:39]([CH3:40])([CH3:41])[CH3:42])=[O:37])[CH2:23]1)=[O:20], predict the reactants needed to synthesize it.